Predict the reactants needed to synthesize the given product. From a dataset of Full USPTO retrosynthesis dataset with 1.9M reactions from patents (1976-2016). Given the product [Cl:7][C:8]1[N:9]=[CH:10][N:11]=[C:12]([NH:17][CH3:16])[C:13]=1[NH2:14], predict the reactants needed to synthesize it. The reactants are: O1CCOCC1.[Cl:7][CH:8]1[C:13](Cl)([NH2:14])[CH:12]=[N:11][CH:10]=[N:9]1.[CH3:16][NH2:17].